Task: Regression. Given two drug SMILES strings and cell line genomic features, predict the synergy score measuring deviation from expected non-interaction effect.. Dataset: NCI-60 drug combinations with 297,098 pairs across 59 cell lines (1) Drug 1: C1CC(C1)(C(=O)O)C(=O)O.[NH2-].[NH2-].[Pt+2]. Drug 2: C1CN(CCN1C(=O)CCBr)C(=O)CCBr. Cell line: MDA-MB-231. Synergy scores: CSS=9.75, Synergy_ZIP=-2.79, Synergy_Bliss=3.10, Synergy_Loewe=2.28, Synergy_HSA=3.40. (2) Drug 1: CCC1=CC2CC(C3=C(CN(C2)C1)C4=CC=CC=C4N3)(C5=C(C=C6C(=C5)C78CCN9C7C(C=CC9)(C(C(C8N6C)(C(=O)OC)O)OC(=O)C)CC)OC)C(=O)OC.C(C(C(=O)O)O)(C(=O)O)O. Drug 2: CC1OCC2C(O1)C(C(C(O2)OC3C4COC(=O)C4C(C5=CC6=C(C=C35)OCO6)C7=CC(=C(C(=C7)OC)O)OC)O)O. Cell line: HL-60(TB). Synergy scores: CSS=85.0, Synergy_ZIP=6.07, Synergy_Bliss=5.96, Synergy_Loewe=3.29, Synergy_HSA=7.05. (3) Cell line: SNB-19. Drug 1: C1CNP(=O)(OC1)N(CCCl)CCCl. Synergy scores: CSS=36.6, Synergy_ZIP=0.543, Synergy_Bliss=-0.190, Synergy_Loewe=-36.5, Synergy_HSA=0.0436. Drug 2: CC1C(C(CC(O1)OC2CC(CC3=C2C(=C4C(=C3O)C(=O)C5=C(C4=O)C(=CC=C5)OC)O)(C(=O)CO)O)N)O.Cl. (4) Drug 1: C1CC(C1)(C(=O)O)C(=O)O.[NH2-].[NH2-].[Pt+2]. Drug 2: C1=CC=C(C(=C1)C(C2=CC=C(C=C2)Cl)C(Cl)Cl)Cl. Cell line: TK-10. Synergy scores: CSS=1.54, Synergy_ZIP=0.406, Synergy_Bliss=1.34, Synergy_Loewe=-0.681, Synergy_HSA=-0.459. (5) Drug 1: CN(CC1=CN=C2C(=N1)C(=NC(=N2)N)N)C3=CC=C(C=C3)C(=O)NC(CCC(=O)O)C(=O)O. Drug 2: COC1=NC(=NC2=C1N=CN2C3C(C(C(O3)CO)O)O)N. Cell line: DU-145. Synergy scores: CSS=16.8, Synergy_ZIP=-0.402, Synergy_Bliss=-0.946, Synergy_Loewe=-41.6, Synergy_HSA=-0.637. (6) Drug 1: COC1=C(C=C2C(=C1)N=CN=C2NC3=CC(=C(C=C3)F)Cl)OCCCN4CCOCC4. Drug 2: C1=NC2=C(N=C(N=C2N1C3C(C(C(O3)CO)O)F)Cl)N. Cell line: TK-10. Synergy scores: CSS=35.6, Synergy_ZIP=-4.03, Synergy_Bliss=-3.80, Synergy_Loewe=0.995, Synergy_HSA=3.32. (7) Drug 1: C1C(C(OC1N2C=NC3=C2NC=NCC3O)CO)O. Drug 2: CC1C(C(CC(O1)OC2CC(CC3=C2C(=C4C(=C3O)C(=O)C5=C(C4=O)C(=CC=C5)OC)O)(C(=O)CO)O)N)O.Cl. Cell line: MALME-3M. Synergy scores: CSS=49.8, Synergy_ZIP=-0.582, Synergy_Bliss=-0.0973, Synergy_Loewe=-40.2, Synergy_HSA=-0.472. (8) Drug 1: CC1=C(C=C(C=C1)NC(=O)C2=CC=C(C=C2)CN3CCN(CC3)C)NC4=NC=CC(=N4)C5=CN=CC=C5. Drug 2: CNC(=O)C1=NC=CC(=C1)OC2=CC=C(C=C2)NC(=O)NC3=CC(=C(C=C3)Cl)C(F)(F)F. Cell line: DU-145. Synergy scores: CSS=-7.31, Synergy_ZIP=-0.147, Synergy_Bliss=-6.77, Synergy_Loewe=-8.53, Synergy_HSA=-9.26.